From a dataset of Full USPTO retrosynthesis dataset with 1.9M reactions from patents (1976-2016). Predict the reactants needed to synthesize the given product. (1) Given the product [Br:1][C:2]1[CH:3]=[C:4]([C:10]([F:13])([F:11])[F:12])[C:5]([O:8][CH2:9][CH3:15])=[N:6][CH:7]=1, predict the reactants needed to synthesize it. The reactants are: [Br:1][C:2]1[CH:3]=[C:4]([C:10]([F:13])([F:12])[F:11])[C:5]([O:8][CH3:9])=[N:6][CH:7]=1.[Na].[CH3:15][O-].[Na+]. (2) Given the product [C:2]1([CH2:1][NH:8][C:9]2[N:14]=[C:13]([NH:15][C:35]([C:31]3[S:30][CH:34]=[CH:33][CH:32]=3)=[O:36])[C:12]([C:16]3[NH:17][N:18]=[N:19][N:20]=3)=[CH:11][N:10]=2)[CH:3]=[CH:4][CH:5]=[CH:6][CH:7]=1, predict the reactants needed to synthesize it. The reactants are: [CH2:1]([NH:8][C:9]1[N:14]=[C:13]([NH2:15])[C:12]([C:16]2[NH:20][N:19]=[N:18][N:17]=2)=[CH:11][N:10]=1)[C:2]1[CH:7]=[CH:6][CH:5]=[CH:4][CH:3]=1.CCN(C(C)C)C(C)C.[S:30]1[CH:34]=[CH:33][CH:32]=[C:31]1[C:35](Cl)=[O:36]. (3) The reactants are: [Cl:1][C:2]1[CH:3]=[C:4]([CH:9]2[CH:15]([CH2:16]I)[O:14][CH2:13][CH2:12][N:11]([C:18]([O:20][C:21]([CH3:24])([CH3:23])[CH3:22])=[O:19])[CH2:10]2)[CH:5]=[CH:6][C:7]=1[Cl:8].C(=O)([O-])[O-].[K+].[K+].[CH3:31][O:32][C:33]1[CH:40]=[CH:39][C:36]([CH2:37][NH2:38])=[CH:35][CH:34]=1.O. Given the product [Cl:1][C:2]1[CH:3]=[C:4]([CH:9]2[CH:15]([CH2:16][NH:38][CH2:37][C:36]3[CH:39]=[CH:40][C:33]([O:32][CH3:31])=[CH:34][CH:35]=3)[O:14][CH2:13][CH2:12][N:11]([C:18]([O:20][C:21]([CH3:24])([CH3:23])[CH3:22])=[O:19])[CH2:10]2)[CH:5]=[CH:6][C:7]=1[Cl:8], predict the reactants needed to synthesize it. (4) Given the product [CH:1]1([C:7]2[CH:24]=[CH:23][C:10]([CH2:11][N:12]3[CH2:16][C:15]4([CH2:17][CH2:18][CH2:19][CH2:20][CH2:21]4)[O:14][C:13]3=[O:22])=[CH:9][CH:8]=2)[CH2:6][CH2:5][CH2:4][CH2:3][CH2:2]1, predict the reactants needed to synthesize it. The reactants are: [C:1]1([C:7]2[CH:24]=[CH:23][C:10]([CH2:11][N:12]3[CH2:16][C:15]4([CH2:21][CH2:20][CH2:19][CH2:18][CH2:17]4)[O:14][C:13]3=[O:22])=[CH:9][CH:8]=2)[CH2:6][CH2:5][CH2:4][CH2:3][CH:2]=1. (5) Given the product [Si:6]([O:13][CH2:14][CH2:15][N:16]([C:48]#[N:47])[C:17]1[CH:18]=[CH:19][C:20]([NH:23][C:24]([C:26]2[C:31]([C:32]([NH:34][C:35]3[CH:40]=[CH:39][C:38]([Cl:41])=[CH:37][N:36]=3)=[O:33])=[N:30][CH:29]=[CH:28][N:27]=2)=[O:25])=[CH:21][CH:22]=1)([C:9]([CH3:12])([CH3:10])[CH3:11])([CH3:7])[CH3:8], predict the reactants needed to synthesize it. The reactants are: C1COCC1.[Si:6]([O:13][CH2:14][CH2:15][NH:16][C:17]1[CH:22]=[CH:21][C:20]([NH:23][C:24]([C:26]2[C:31]([C:32]([NH:34][C:35]3[CH:40]=[CH:39][C:38]([Cl:41])=[CH:37][N:36]=3)=[O:33])=[N:30][CH:29]=[CH:28][N:27]=2)=[O:25])=[CH:19][CH:18]=1)([C:9]([CH3:12])([CH3:11])[CH3:10])([CH3:8])[CH3:7].C(=O)(O)[O-].[Na+].[N:47]#[C:48]Br. (6) Given the product [O:29]1[C:25]2[CH:24]=[C:23]([C:21](=[O:22])[CH2:20][S:19][C@H:18]3[C:17](=[O:32])[N:16]([C:33]4[CH:34]=[CH:35][C:36]([F:39])=[CH:37][CH:38]=4)[C@@H:15]3[C:12]3[CH:13]=[CH:14][C:9]([O:8][CH2:7][C:6]([OH:40])=[O:5])=[CH:10][CH:11]=3)[CH:31]=[CH:30][C:26]=2[CH2:27][CH2:28]1, predict the reactants needed to synthesize it. The reactants are: C([O:5][C:6](=[O:40])[CH2:7][O:8][C:9]1[CH:14]=[CH:13][C:12]([C@@H:15]2[C@@H:18]([S:19][CH2:20][C:21]([C:23]3[CH:31]=[CH:30][C:26]4[CH2:27][CH2:28][O:29][C:25]=4[CH:24]=3)=[O:22])[C:17](=[O:32])[N:16]2[C:33]2[CH:38]=[CH:37][C:36]([F:39])=[CH:35][CH:34]=2)=[CH:11][CH:10]=1)(C)(C)C.